This data is from Reaction yield outcomes from USPTO patents with 853,638 reactions. The task is: Predict the reaction yield, written as a fraction of the theoretical maximum amount of product (1.0 means a 100% yield; for example, 0.34 means a 34% yield). (1) The reactants are C(O)(=O)C.O.[Br:6][C:7]1[CH:12]=[C:11]([O:13][C:14]2[CH:19]=[CH:18][CH:17]=[C:16]([O:20][CH3:21])[CH:15]=2)[C:10]([N+:22]([O-])=O)=[CH:9][C:8]=1[F:25]. The catalyst is C(OCC)(=O)C. The product is [Br:6][C:7]1[C:8]([F:25])=[CH:9][C:10]([NH2:22])=[C:11]([O:13][C:14]2[CH:19]=[CH:18][CH:17]=[C:16]([O:20][CH3:21])[CH:15]=2)[CH:12]=1. The yield is 0.880. (2) The reactants are [Br-:1].[Br-].[Br-].C1([N+](C)(C)C)C=CC=CC=1.C1([N+](C)(C)C)C=CC=CC=1.C1([N+](C)(C)C)C=CC=CC=1.C([O:41][C:42]1[N:47]=[CH:46][C:45]([CH2:48][C:49](=O)[CH3:50])=[CH:44][CH:43]=1)C1C=CC=CC=1.S([O-])([O-])(=[O:54])=S.[Na+].[Na+]. The catalyst is C1COCC1. The product is [Br:1][CH:49]([CH3:50])[C:48]([C:45]1[CH:46]=[N:47][C:42]([OH:41])=[CH:43][CH:44]=1)=[O:54]. The yield is 0.420. (3) The reactants are [N:1]1[C:10]2[C:5](=[CH:6][CH:7]=[CH:8][CH:9]=2)[CH:4]=[CH:3][C:2]=1[CH2:11][O:12][C:13]1[CH:18]=[CH:17][C:16]([CH2:19][C:20]([OH:22])=O)=[CH:15][CH:14]=1.[CH3:23]CN(C(C)C)C(C)C.C1C=CC2N(O)N=NC=2C=1.C(Cl)CCl.[NH2:46][C:47]([CH3:52])([CH3:51])[C:48]([O-:50])=[O:49]. The catalyst is C(Cl)Cl.O. The product is [CH3:51][C:47]([NH:46][C:20](=[O:22])[CH2:19][C:16]1[CH:17]=[CH:18][C:13]([O:12][CH2:11][C:2]2[CH:3]=[CH:4][C:5]3[C:10](=[CH:9][CH:8]=[CH:7][CH:6]=3)[N:1]=2)=[CH:14][CH:15]=1)([CH3:52])[C:48]([O:50][CH3:23])=[O:49]. The yield is 0.740. (4) The reactants are [Cl:1][C:2]1[CH:3]=[C:4]([C:8]([I:11])=[CH:9][N:10]=1)[C:5](O)=[O:6].ClC1C(CO)=CC(F)=C(Cl)N=1. No catalyst specified. The product is [Cl:1][C:2]1[CH:3]=[C:4]([CH2:5][OH:6])[C:8]([I:11])=[CH:9][N:10]=1. The yield is 0.510.